Dataset: Full USPTO retrosynthesis dataset with 1.9M reactions from patents (1976-2016). Task: Predict the reactants needed to synthesize the given product. (1) The reactants are: C[O:2][C:3](=[O:32])[C:4]([O:7][C:8]1[CH:17]=[CH:16][C:15]([Cl:18])=[C:14]2[C:9]=1[C:10]([CH3:31])=[C:11]([CH2:23][C:24]1[CH:29]=[CH:28][C:27]([Cl:30])=[CH:26][CH:25]=1)[C:12]([O:19][CH:20]([F:22])[F:21])=[N:13]2)([CH3:6])[CH3:5].[OH-].[Li+]. Given the product [Cl:18][C:15]1[CH:16]=[CH:17][C:8]([O:7][C:4]([CH3:6])([CH3:5])[C:3]([OH:32])=[O:2])=[C:9]2[C:14]=1[N:13]=[C:12]([O:19][CH:20]([F:21])[F:22])[C:11]([CH2:23][C:24]1[CH:25]=[CH:26][C:27]([Cl:30])=[CH:28][CH:29]=1)=[C:10]2[CH3:31], predict the reactants needed to synthesize it. (2) Given the product [Cl:1][C:2]1[CH:3]=[CH:4][CH:5]=[C:6]2[C:10]=1[NH:9][CH:8]=[C:7]2[CH:11]1[CH2:16][CH2:15][N:14]([CH2:25][CH2:26][C:27]([OH:29])=[O:28])[CH2:13][CH2:12]1, predict the reactants needed to synthesize it. The reactants are: [Cl:1][C:2]1[CH:3]=[CH:4][CH:5]=[C:6]2[C:10]=1[NH:9][CH:8]=[C:7]2[CH:11]1[CH2:16][CH2:15][NH:14][CH2:13][CH2:12]1.C(N(CC)CC)C.Br[CH2:25][CH2:26][C:27]([O:29]C(C)(C)C)=[O:28]. (3) Given the product [C:7]([C:8]1[NH:12][C:21]([CH2:20][C:18]([O:17][CH2:16][CH3:15])=[O:19])=[C:23]([C:24]([O:26][CH2:27][CH3:28])=[O:25])[C:9]=1[CH3:10])(=[O:14])[C:1]1[CH:6]=[CH:5][CH:4]=[CH:3][CH:2]=1, predict the reactants needed to synthesize it. The reactants are: [C:1]1([C:7](=[O:14])[C:8](=[N:12]O)[C:9](=O)[CH3:10])[CH:6]=[CH:5][CH:4]=[CH:3][CH:2]=1.[CH3:15][CH2:16][O:17][C:18]([CH2:20][C:21]([CH2:23][C:24]([O:26][CH2:27][CH3:28])=[O:25])=O)=[O:19].C([O-])(=O)C.[Na+].